Dataset: Peptide-MHC class I binding affinity with 185,985 pairs from IEDB/IMGT. Task: Regression. Given a peptide amino acid sequence and an MHC pseudo amino acid sequence, predict their binding affinity value. This is MHC class I binding data. (1) The peptide sequence is AYSPFAFKK. The MHC is HLA-A26:01 with pseudo-sequence HLA-A26:01. The binding affinity (normalized) is 0.0847. (2) The peptide sequence is YMPDVLEKL. The MHC is HLA-C12:03 with pseudo-sequence HLA-C12:03. The binding affinity (normalized) is 1.00. (3) The peptide sequence is VSMTYLYNK. The MHC is HLA-A11:01 with pseudo-sequence HLA-A11:01. The binding affinity (normalized) is 0.972.